This data is from Full USPTO retrosynthesis dataset with 1.9M reactions from patents (1976-2016). The task is: Predict the reactants needed to synthesize the given product. (1) Given the product [Cl:29][C:26]1[CH:25]=[CH:24][C:23]([CH:16]([C:17]2[CH:22]=[CH:21][CH:20]=[CH:19][CH:18]=2)[N:13]2[CH2:12][CH2:11][N:10]([C:5]3[CH:4]=[CH:3][C:2]([NH:1][C:40](=[O:41])[CH:39]([CH2:43][CH3:44])[CH2:37][CH3:38])=[CH:9][C:6]=3[C:7]#[N:8])[CH2:15][CH2:14]2)=[CH:28][CH:27]=1, predict the reactants needed to synthesize it. The reactants are: [NH2:1][C:2]1[CH:3]=[CH:4][C:5]([N:10]2[CH2:15][CH2:14][N:13]([CH:16]([C:23]3[CH:28]=[CH:27][C:26]([Cl:29])=[CH:25][CH:24]=3)[C:17]3[CH:22]=[CH:21][CH:20]=[CH:19][CH:18]=3)[CH2:12][CH2:11]2)=[C:6]([CH:9]=1)[C:7]#[N:8].C(N(CC)CC)C.[CH2:37]([CH:39]([CH2:43][CH3:44])[C:40](Cl)=[O:41])[CH3:38]. (2) Given the product [NH2:8][C:9]1[CH:10]=[C:11]([C:16]([F:19])=[CH:17][N:18]=1)[C:12]([O:14][CH3:15])=[O:13], predict the reactants needed to synthesize it. The reactants are: C(OC([NH:8][C:9]1[CH:10]=[C:11]([C:16]([F:19])=[CH:17][N:18]=1)[C:12]([O:14][CH3:15])=[O:13])=O)(C)(C)C.Cl. (3) The reactants are: [S:1]1[CH:5]=[CH:4][N:3]=[C:2]1[NH:6][C:7](=[O:13])[O:8][C:9]([CH3:12])([CH3:11])[CH3:10].[Br:14]N1C(=O)CCC1=O. Given the product [Br:14][C:5]1[S:1][C:2]([NH:6][C:7](=[O:13])[O:8][C:9]([CH3:10])([CH3:12])[CH3:11])=[N:3][CH:4]=1, predict the reactants needed to synthesize it. (4) Given the product [CH3:10][C:3]([C:4]1[CH:7]=[CH:8][CH:24]=[C:23]([O:22][CH3:21])[C:5]=1[O:18][CH3:17])=[O:2], predict the reactants needed to synthesize it. The reactants are: C[O:2][C:3]1[C:10](OC)=C[CH:8]=[CH:7][C:4]=1[C:5]#N.C[Mg]Br.C[C:17](O)=[O:18].C[CH2:21][O:22][CH2:23][CH3:24]. (5) Given the product [Si:7]([O:8][CH2:9][C:10]1[CH:15]=[CH:14][CH:13]=[C:12]([O:16][CH2:17][O:18][CH3:19])[C:11]=1[C:28]([O:30][CH2:31][CH3:32])=[O:29])([C:4]([CH3:3])([CH3:5])[CH3:6])([CH3:20])[CH3:21], predict the reactants needed to synthesize it. The reactants are: N#N.[CH3:3][C:4]([Si:7]([CH3:21])([CH3:20])[O:8][CH2:9][C:10]1[CH:15]=[CH:14][CH:13]=[C:12]([O:16][CH2:17][O:18][CH3:19])[CH:11]=1)([CH3:6])[CH3:5].C([Li])CCC.Cl[C:28]([O:30][CH2:31][CH3:32])=[O:29].